Dataset: Full USPTO retrosynthesis dataset with 1.9M reactions from patents (1976-2016). Task: Predict the reactants needed to synthesize the given product. Given the product [CH2:1]([N:3]([CH2:20][CH3:21])[CH2:4][CH2:5][N:6]1[CH2:12][CH2:11][CH2:10][CH:9]2[NH:13][C:14](/[CH:17]=[C:26]3\[C:27](=[O:32])[NH:28][C:29]4[C:25]\3=[CH:24][C:23]([F:22])=[CH:31][CH:30]=4)=[C:15]([CH3:16])[CH:8]2[C:7]1=[O:19])[CH3:2], predict the reactants needed to synthesize it. The reactants are: [CH2:1]([N:3]([CH2:20][CH3:21])[CH2:4][CH2:5][N:6]1[CH2:12][CH2:11][CH2:10][C:9]2[NH:13][C:14]([CH:17]=O)=[C:15]([CH3:16])[C:8]=2[C:7]1=[O:19])[CH3:2].[F:22][C:23]1[CH:24]=[C:25]2[C:29](=[CH:30][CH:31]=1)[NH:28][C:27](=[O:32])[CH2:26]2.N1CCCCC1.